Dataset: NCI-60 drug combinations with 297,098 pairs across 59 cell lines. Task: Regression. Given two drug SMILES strings and cell line genomic features, predict the synergy score measuring deviation from expected non-interaction effect. (1) Drug 1: CCC1(CC2CC(C3=C(CCN(C2)C1)C4=CC=CC=C4N3)(C5=C(C=C6C(=C5)C78CCN9C7C(C=CC9)(C(C(C8N6C)(C(=O)OC)O)OC(=O)C)CC)OC)C(=O)OC)O.OS(=O)(=O)O. Drug 2: C1CC(=O)NC(=O)C1N2C(=O)C3=CC=CC=C3C2=O. Cell line: 786-0. Synergy scores: CSS=-2.08, Synergy_ZIP=0.936, Synergy_Bliss=-0.553, Synergy_Loewe=-0.233, Synergy_HSA=-2.91. (2) Drug 1: CN1C(=O)N2C=NC(=C2N=N1)C(=O)N. Drug 2: C(CC(=O)O)C(=O)CN.Cl. Cell line: M14. Synergy scores: CSS=9.56, Synergy_ZIP=-3.03, Synergy_Bliss=-4.19, Synergy_Loewe=-3.24, Synergy_HSA=-4.28. (3) Drug 1: C1=CN(C(=O)N=C1N)C2C(C(C(O2)CO)O)O.Cl. Drug 2: COC1=C2C(=CC3=C1OC=C3)C=CC(=O)O2. Cell line: OVCAR-4. Synergy scores: CSS=-0.0960, Synergy_ZIP=0.326, Synergy_Bliss=1.88, Synergy_Loewe=-2.75, Synergy_HSA=-1.25. (4) Drug 1: CN(C)C1=NC(=NC(=N1)N(C)C)N(C)C. Drug 2: C#CCC(CC1=CN=C2C(=N1)C(=NC(=N2)N)N)C3=CC=C(C=C3)C(=O)NC(CCC(=O)O)C(=O)O. Cell line: NCI-H226. Synergy scores: CSS=-0.162, Synergy_ZIP=0.983, Synergy_Bliss=1.76, Synergy_Loewe=-2.10, Synergy_HSA=-0.850.